The task is: Predict the reaction yield, written as a fraction of the theoretical maximum amount of product (1.0 means a 100% yield; for example, 0.34 means a 34% yield).. This data is from Reaction yield outcomes from USPTO patents with 853,638 reactions. (1) The reactants are Cl[C:2]1[CH:3]=[C:4]([C:31]([Cl:34])=[CH:32][N:33]=1)[C:5]([NH:7][C:8]1[CH:30]=[CH:29][C:11]2[CH2:12][CH2:13][C:14]3[C:15]([C:26]([NH2:28])=[O:27])=[N:16][N:17]([C:19]4[CH:24]=[CH:23][C:22]([F:25])=[CH:21][CH:20]=4)[C:18]=3[C:10]=2[CH:9]=1)=[O:6].[NH:35]1[CH2:40][CH2:39][NH:38][CH2:37][CH2:36]1. The catalyst is CCO. The product is [Cl:34][C:31]1[C:4]([C:5]([NH:7][C:8]2[CH:30]=[CH:29][C:11]3[CH2:12][CH2:13][C:14]4[C:15]([C:26]([NH2:28])=[O:27])=[N:16][N:17]([C:19]5[CH:24]=[CH:23][C:22]([F:25])=[CH:21][CH:20]=5)[C:18]=4[C:10]=3[CH:9]=2)=[O:6])=[CH:3][C:2]([N:35]2[CH2:40][CH2:39][NH:38][CH2:37][CH2:36]2)=[N:33][CH:32]=1. The yield is 0.530. (2) The reactants are [CH3:1][C:2]1[N:3]=[CH:4][S:5][C:6]=1[C:7]([OH:9])=O.O1CCCC1.C(Cl)(=O)C(Cl)=O.[NH2:21][C:22]1[CH:23]=[C:24]([CH:41]=[CH:42][C:43]=1[CH3:44])[O:25][C:26]1[CH:27]=[CH:28][C:29]2[N:30]([CH:32]=[C:33]([NH:35][C:36]([CH:38]3[CH2:40][CH2:39]3)=[O:37])[N:34]=2)[N:31]=1. The catalyst is CN(C)C=O.CN(C)C(=O)C. The product is [CH:38]1([C:36]([NH:35][C:33]2[N:34]=[C:29]3[CH:28]=[CH:27][C:26]([O:25][C:24]4[CH:41]=[CH:42][C:43]([CH3:44])=[C:22]([NH:21][C:7]([C:6]5[S:5][CH:4]=[N:3][C:2]=5[CH3:1])=[O:9])[CH:23]=4)=[N:31][N:30]3[CH:32]=2)=[O:37])[CH2:39][CH2:40]1. The yield is 0.800.